Dataset: Forward reaction prediction with 1.9M reactions from USPTO patents (1976-2016). Task: Predict the product of the given reaction. (1) Given the reactants [I:1][C:2]1[CH:3]=[C:4]([NH2:10])[C:5]([NH:8][CH3:9])=[N:6][CH:7]=1.CCN=C=NCCCN(C)C.Cl.C1C=CC2N(O)N=NC=2C=1.[Cl:33][C:34]1[C:35]([C:40](O)=[O:41])=[N:36][CH:37]=[CH:38][CH:39]=1, predict the reaction product. The product is: [I:1][C:2]1[CH:3]=[C:4]([NH:10][C:40]([C:35]2[C:34]([Cl:33])=[CH:39][CH:38]=[CH:37][N:36]=2)=[O:41])[C:5]([NH:8][CH3:9])=[N:6][CH:7]=1. (2) Given the reactants Cl.[NH2:2][CH2:3][C:4]1[CH:12]=[CH:11][CH:10]=[C:9]2[C:5]=1[C:6](=[O:22])[N:7]([CH:14]1[CH2:19][CH2:18][C:17](=[O:20])[NH:16][C:15]1=[O:21])[C:8]2=[O:13].N12CCCN=C1CCCCC2.ON1C2C=CC=CC=2N=N1.[F:44][C:45]1[CH:46]=[C:47]([CH2:52][C:53](O)=[O:54])[CH:48]=[CH:49][C:50]=1[CH3:51].Cl.CN(C)CCCN=C=NCC, predict the reaction product. The product is: [O:21]=[C:15]1[CH:14]([N:7]2[C:6](=[O:22])[C:5]3[C:9](=[CH:10][CH:11]=[CH:12][C:4]=3[CH2:3][NH:2][C:53](=[O:54])[CH2:52][C:47]3[CH:48]=[CH:49][C:50]([CH3:51])=[C:45]([F:44])[CH:46]=3)[C:8]2=[O:13])[CH2:19][CH2:18][C:17](=[O:20])[NH:16]1. (3) Given the reactants C([N-]C(C)C)(C)C.[Li+].[Cl:9][C:10]1[CH:11]=[C:12]([C:16]2[CH:24]=[CH:23][CH:22]=[C:21]3[C:17]=2[CH2:18][CH2:19][C:20]3=[O:25])[CH:13]=[CH:14][CH:15]=1.Br[CH2:27][C:28]1[CH:37]=[CH:36][C:31]([C:32]([O:34][CH3:35])=[O:33])=[CH:30][CH:29]=1, predict the reaction product. The product is: [Cl:9][C:10]1[CH:11]=[C:12]([C:16]2[CH:24]=[CH:23][CH:22]=[C:21]3[C:17]=2[CH2:18][CH:19]([CH2:27][C:28]2[CH:37]=[CH:36][C:31]([C:32]([O:34][CH3:35])=[O:33])=[CH:30][CH:29]=2)[C:20]3=[O:25])[CH:13]=[CH:14][CH:15]=1. (4) Given the reactants Cl.Cl.[CH3:3][C:4]1[N:8]([CH:9]2[CH2:15][CH:14]3[N:16]([CH2:17][CH2:18][C:19]4([C:25]5[CH:30]=[CH:29][CH:28]=[CH:27][CH:26]=5)[CH2:24][CH2:23][NH:22][CH2:21][CH2:20]4)[CH:11]([CH2:12][CH2:13]3)[CH2:10]2)[C:7]2[CH:31]=[CH:32][CH:33]=[CH:34][C:6]=2[N:5]=1.[O:35]1[C:39]2[CH:40]=[CH:41][CH:42]=[CH:43][C:38]=2[CH:37]=[C:36]1[C:44](O)=[O:45].C(N(CC)CC)C.F[P-](F)(F)(F)(F)F.N1(OC(N(C)C)=[N+](C)C)C2N=CC=CC=2N=N1, predict the reaction product. The product is: [O:35]1[C:39]2[CH:40]=[CH:41][CH:42]=[CH:43][C:38]=2[CH:37]=[C:36]1[C:44]([N:22]1[CH2:21][CH2:20][C:19]([CH2:18][CH2:17][N:16]2[C@H:14]3[CH2:13][CH2:12][C@@H:11]2[CH2:10][CH:9]([N:8]2[C:7]4[CH:31]=[CH:32][CH:33]=[CH:34][C:6]=4[N:5]=[C:4]2[CH3:3])[CH2:15]3)([C:25]2[CH:30]=[CH:29][CH:28]=[CH:27][CH:26]=2)[CH2:24][CH2:23]1)=[O:45]. (5) Given the reactants [CH3:1][N:2]1[CH2:7][CH2:6][NH:5][CH2:4][CH2:3]1.C(N(CC)C(C)C)(C)C.F[P-](F)(F)(F)(F)F.C(C(=NO[C+](N(C)C)N1CCOCC1)C(OCC)=O)#N.[C:44]([C:46]1[N:47]=[C:48]([C:59]2[CH:64]=[CH:63][C:62]([O:65][CH2:66][CH3:67])=[C:61]([C:68]([F:71])([F:70])[F:69])[CH:60]=2)[C:49]2[CH:54]=[CH:53][N:52]([CH2:55][C:56](O)=[O:57])[C:50]=2[N:51]=1)#[N:45], predict the reaction product. The product is: [CH2:66]([O:65][C:62]1[CH:63]=[CH:64][C:59]([C:48]2[C:49]3[CH:54]=[CH:53][N:52]([CH2:55][C:56]([N:5]4[CH2:6][CH2:7][N:2]([CH3:1])[CH2:3][CH2:4]4)=[O:57])[C:50]=3[N:51]=[C:46]([C:44]#[N:45])[N:47]=2)=[CH:60][C:61]=1[C:68]([F:69])([F:70])[F:71])[CH3:67]. (6) Given the reactants [C:1]1([C:8]2[CH:13]=[CH:12][CH:11]=[CH:10][CH:9]=2)[C:2]([NH2:7])=[CH:3][CH:4]=[CH:5][CH:6]=1.Br[C:15]1[CH:20]=[CH:19][CH:18]=[CH:17][C:16]=1[O:21][CH3:22].C(O[Na])(C)(C)C, predict the reaction product. The product is: [CH3:22][O:21][C:16]1[CH:17]=[CH:18][CH:19]=[CH:20][C:15]=1[NH:7][C:2]1[C:1]([C:8]2[CH:9]=[CH:10][CH:11]=[CH:12][CH:13]=2)=[CH:6][CH:5]=[CH:4][CH:3]=1. (7) The product is: [CH3:7][C:6]1[C:5]([C:8]([NH:34][C:32]2[CH:33]=[C:28]3[CH:27]=[C:26]([C:23]4[CH:22]=[CH:21][C:20]([F:19])=[CH:25][CH:24]=4)[N:35]([C:11]([O:12][CH:13]([CH3:15])[CH3:14])=[O:16])[C:29]3=[N:30][CH:31]=2)=[O:10])=[N:4][NH:3][C:2]=1[CH3:1]. Given the reactants [CH3:1][C:2]1[C:6]([CH3:7])=[C:5]([C:8]([OH:10])=O)[NH:4][N:3]=1.[C:11](Cl)(=[O:16])[O:12][CH:13]([CH3:15])[CH3:14].Cl.[F:19][C:20]1[CH:25]=[CH:24][C:23]([C:26]2[NH:35][C:29]3=[N:30][CH:31]=[C:32]([NH2:34])[CH:33]=[C:28]3[CH:27]=2)=[CH:22][CH:21]=1, predict the reaction product.